Dataset: Forward reaction prediction with 1.9M reactions from USPTO patents (1976-2016). Task: Predict the product of the given reaction. (1) Given the reactants [NH2:1][C:2]1[C:7]([C:8]#[N:9])=[CH:6][C:5]([C:10]([F:13])([F:12])[F:11])=[CH:4][C:3]=1[C:14]1[CH:19]=[CH:18][C:17]([OH:20])=[CH:16][CH:15]=1.[CH3:21][C:22](=O)[CH2:23][CH2:24][C:25](=O)[CH3:26], predict the reaction product. The product is: [CH3:26][C:25]1[N:1]([C:2]2[C:7]([C:8]#[N:9])=[CH:6][C:5]([C:10]([F:11])([F:12])[F:13])=[CH:4][C:3]=2[C:14]2[CH:19]=[CH:18][C:17]([OH:20])=[CH:16][CH:15]=2)[C:22]([CH3:21])=[CH:23][CH:24]=1. (2) Given the reactants [CH3:1][C:2]1([C:8]2[CH:9]=[C:10]([NH:14][S:15]([CH3:18])(=[O:17])=[O:16])[CH:11]=[CH:12][CH:13]=2)[CH:7]2[CH:3]1[CH2:4][NH:5][CH2:6]2.C(=O)([O-])O.[Na+].Cl[CH2:25][C:26]([NH:28][CH:29]1[CH2:34][CH2:33][CH2:32][CH2:31][CH2:30]1)=[O:27].[I-].[Na+], predict the reaction product. The product is: [NH3:5].[CH:29]1([NH:28][C:26](=[O:27])[CH2:25][N:5]2[CH2:6][CH:7]3[CH:3]([C:2]3([CH3:1])[C:8]3[CH:13]=[CH:12][CH:11]=[C:10]([NH:14][S:15]([CH3:18])(=[O:17])=[O:16])[CH:9]=3)[CH2:4]2)[CH2:34][CH2:33][CH2:32][CH2:31][CH2:30]1. (3) Given the reactants [CH3:1][Si:2]([CH3:9])([CH3:8])N[Si:2]([CH3:9])([CH3:8])[CH3:1].[N-:10]([S:18]([C:21]([F:24])([F:23])[F:22])(=[O:20])=[O:19])[S:11]([C:14]([F:17])([F:16])[F:15])(=[O:13])=[O:12].[OH:25][CH2:26][CH2:27][N+:28]([CH3:31])([CH3:30])[CH3:29], predict the reaction product. The product is: [N-:10]([S:11]([C:14]([F:17])([F:15])[F:16])(=[O:13])=[O:12])[S:18]([C:21]([F:24])([F:23])[F:22])(=[O:20])=[O:19].[CH3:1][Si:2]([CH3:9])([CH3:8])[O:25][CH2:26][CH2:27][N+:28]([CH3:31])([CH3:30])[CH3:29]. (4) Given the reactants [O:1]1[C:5]2[CH:6]=[CH:7][C:8]([C:10](=O)[CH:11](Br)[CH3:12])=[CH:9][C:4]=2[CH:3]=[CH:2]1.[CH3:15][C:16]1[N:20]=[C:19]([CH3:21])[N:18]([C:22]2[C:26]([CH3:27])=[N:25][NH:24][C:23]=2[OH:28])[N:17]=1, predict the reaction product. The product is: [O:1]1[C:5]2[CH:6]=[CH:7][C:8]([C:10]3[N:24]4[N:25]=[C:26]([CH3:27])[C:22]([N:18]5[C:19]([CH3:21])=[N:20][C:16]([CH3:15])=[N:17]5)=[C:23]4[O:28][C:11]=3[CH3:12])=[CH:9][C:4]=2[CH:3]=[CH:2]1. (5) Given the reactants [F:1][C:2]1[CH:9]=[C:8]([F:10])[CH:7]=[CH:6][C:3]=1[CH:4]=O.[C:11]([O:17][CH2:18][CH2:19][O:20][CH3:21])(=[O:16])[CH2:12][C:13]([CH3:15])=[O:14].N1CCCCC1.C(O)(=O)C, predict the reaction product. The product is: [C:13]([C:12](=[CH:4][C:3]1[CH:6]=[CH:7][C:8]([F:10])=[CH:9][C:2]=1[F:1])[C:11]([O:17][CH2:18][CH2:19][O:20][CH3:21])=[O:16])(=[O:14])[CH3:15]. (6) Given the reactants Cl[C:2]([O:4][CH2:5][CH3:6])=[O:3].[Cl:7][C:8]1[CH:13]=[C:12]([NH2:14])[C:11]([N+:15]([O-:17])=[O:16])=[C:10]([Cl:18])[N:9]=1.C(N(CC)CC)C, predict the reaction product. The product is: [CH2:5]([O:4][C:2](=[O:3])[NH:14][C:12]1[CH:13]=[C:8]([Cl:7])[N:9]=[C:10]([Cl:18])[C:11]=1[N+:15]([O-:17])=[O:16])[CH3:6]. (7) Given the reactants [OH:1][C:2]([CH3:21])([CH3:20])[CH2:3][N:4]1[CH2:9][CH2:8][N:7](C(OCC2C=CC=CC=2)=O)[CH2:6][CH2:5]1.[ClH:22].O1CCOCC1, predict the reaction product. The product is: [ClH:22].[CH3:21][C:2]([OH:1])([CH3:20])[CH2:3][N:4]1[CH2:5][CH2:6][NH:7][CH2:8][CH2:9]1. (8) Given the reactants [F:1][C:2]1[CH:10]=[C:9]2[C:5]([C:6]([CH:11]3[C:16](=[O:17])[CH2:15][C:14]([CH3:19])([CH3:18])[CH2:13][C:12]3=[O:20])=[CH:7][NH:8]2)=[CH:4][CH:3]=1.[C:21](O)(=O)[CH3:22].C(OC(=O)C)(=O)C.[Cl:32]([OH:36])(=[O:35])(=[O:34])=[O:33], predict the reaction product. The product is: [Cl:32]([O-:36])(=[O:35])(=[O:34])=[O:33].[F:1][C:2]1[CH:3]=[CH:4][C:5]2[C:6]3[C:11]4[C:12](=[O:20])[CH2:13][C:14]([CH3:18])([CH3:19])[CH2:15][C:16]=4[O+:17]=[C:21]([CH3:22])[C:7]=3[NH:8][C:9]=2[CH:10]=1.